Dataset: Full USPTO retrosynthesis dataset with 1.9M reactions from patents (1976-2016). Task: Predict the reactants needed to synthesize the given product. Given the product [F:1][C:2]1[CH:7]=[CH:6][C:5]([F:8])=[CH:4][C:3]=1[CH2:9][C:10]([N:12]1[CH2:17][CH2:16][NH:15][C:14]2[N:18]=[CH:19][C:20]([C:34]3[CH:33]=[CH:32][N:31]=[C:30]([N:27]4[CH2:26][CH2:25][N:24]([CH3:23])[CH2:29][CH2:28]4)[CH:35]=3)=[CH:21][C:13]1=2)=[O:11], predict the reactants needed to synthesize it. The reactants are: [F:1][C:2]1[CH:7]=[CH:6][C:5]([F:8])=[CH:4][C:3]=1[CH2:9][C:10]([N:12]1[CH2:17][CH2:16][NH:15][C:14]2[N:18]=[CH:19][C:20](I)=[CH:21][C:13]1=2)=[O:11].[CH3:23][N:24]1[CH2:29][CH2:28][N:27]([C:30]2[CH:35]=[CH:34][C:33](B3OC(C)(C)C(C)(C)O3)=[CH:32][N:31]=2)[CH2:26][CH2:25]1.